From a dataset of Forward reaction prediction with 1.9M reactions from USPTO patents (1976-2016). Predict the product of the given reaction. (1) Given the reactants Br.[F:2][C:3]([F:33])([F:32])[C:4]1[CH:5]=[C:6](O)[N:7]=[N:8][C:9]=1[C:10]1[CH:19]=[CH:18][C:17]2[C:12](=[N:13][CH:14]=[CH:15][C:16]=2[NH:20][C:21]2[CH:26]=[CH:25][C:24]([C:27]([F:30])([F:29])[F:28])=[CH:23][N:22]=2)[N:11]=1.O=P(Cl)(Cl)[Cl:36], predict the reaction product. The product is: [Cl:36][C:6]1[N:7]=[N:8][C:9]([C:10]2[N:11]=[C:12]3[C:17]([C:16]([NH:20][C:21]4[CH:26]=[CH:25][C:24]([C:27]([F:30])([F:29])[F:28])=[CH:23][N:22]=4)=[CH:15][CH:14]=[N:13]3)=[CH:18][CH:19]=2)=[C:4]([C:3]([F:33])([F:32])[F:2])[CH:5]=1. (2) Given the reactants Br[C:2]1[S:3][C:4]2[CH:10]=[C:9]([CH:11]([N:18]3[CH:22]=[CH:21][N:20]=[CH:19]3)[CH:12]([N:15]([CH3:17])[CH3:16])[CH2:13][CH3:14])[CH:8]=[CH:7][C:5]=2[N:6]=1.[CH3:23][O:24][C:25]([C:27]1[CH:32]=[CH:31][C:30](B(O)O)=[CH:29][CH:28]=1)=[O:26].C(=O)([O-])[O-].[K+].[K+].COCCOC, predict the reaction product. The product is: [CH3:16][N:15]([CH3:17])[CH:12]([CH2:13][CH3:14])[CH:11]([C:9]1[CH:8]=[CH:7][C:5]2[N:6]=[C:2]([C:30]3[CH:31]=[CH:32][C:27]([C:25]([O:24][CH3:23])=[O:26])=[CH:28][CH:29]=3)[S:3][C:4]=2[CH:10]=1)[N:18]1[CH:22]=[CH:21][N:20]=[CH:19]1. (3) Given the reactants [CH3:1][N:2]([CH2:13][C:14]1[NH:18][C:17]2[CH:19]=[CH:20][CH:21]=[C:22]([C:23]([OH:25])=O)[C:16]=2[N:15]=1)[CH:3]1[C:12]2[N:11]=[CH:10][CH:9]=[CH:8][C:7]=2[CH2:6][CH2:5][CH2:4]1.O=C1N(P(Cl)(N2CCOC2=O)=O)CCO1.C(OC(=O)[NH:47][CH:48]1[CH2:53][CH2:52][NH:51][CH2:50][CH2:49]1)(C)(C)C.C(N(CC)C(C)C)(C)C, predict the reaction product. The product is: [NH2:47][CH:48]1[CH2:53][CH2:52][N:51]([C:23]([C:22]2[C:16]3[N:15]=[C:14]([CH2:13][N:2]([CH3:1])[CH:3]4[C:12]5[N:11]=[CH:10][CH:9]=[CH:8][C:7]=5[CH2:6][CH2:5][CH2:4]4)[NH:18][C:17]=3[CH:19]=[CH:20][CH:21]=2)=[O:25])[CH2:50][CH2:49]1. (4) Given the reactants [Cl:1][C:2]1[C:11]2[C:6](=[CH:7][CH:8]=[C:9]([OH:12])[CH:10]=2)[C:5]([CH3:13])=[N:4][N:3]=1.[CH2:14](Br)[C:15]#[CH:16].C([O-])([O-])=O.[K+].[K+].CC(C)=O, predict the reaction product. The product is: [Cl:1][C:2]1[C:11]2[C:6](=[CH:7][CH:8]=[C:9]([O:12][CH2:16][C:15]#[CH:14])[CH:10]=2)[C:5]([CH3:13])=[N:4][N:3]=1. (5) The product is: [CH:1]1([C:6]2[CH:31]=[CH:30][C:9]([CH2:10][O:11][C:12]3[CH:13]=[CH:14][C:15]4[N:19]5[CH2:20][CH2:21][CH:22]([CH2:23][C:24]([OH:26])=[O:25])[C:18]5=[N:17][C:16]=4[CH:29]=3)=[CH:8][C:7]=2[C:32]([F:34])([F:35])[F:33])[CH2:5][CH2:4][CH2:3][CH2:2]1. Given the reactants [CH:1]1([C:6]2[CH:31]=[CH:30][C:9]([CH2:10][O:11][C:12]3[CH:13]=[CH:14][C:15]4[N:19]5[CH2:20][CH2:21][CH:22]([CH2:23][C:24]([O:26]CC)=[O:25])[C:18]5=[N:17][C:16]=4[CH:29]=3)=[CH:8][C:7]=2[C:32]([F:35])([F:34])[F:33])[CH2:5][CH2:4][CH2:3][CH2:2]1.[OH-].[Li+].Cl, predict the reaction product. (6) The product is: [CH:10]1([NH:9][C:4]2[CH:3]=[C:2]([C:20]3[CH:21]=[CH:22][C:17]([O:16][CH3:15])=[CH:18][CH:19]=3)[N:7]=[C:6]([NH2:8])[N:5]=2)[CH2:14][CH2:13][CH2:12][CH2:11]1. Given the reactants Cl[C:2]1[N:7]=[C:6]([NH2:8])[N:5]=[C:4]([NH:9][CH:10]2[CH2:14][CH2:13][CH2:12][CH2:11]2)[CH:3]=1.[CH3:15][O:16][C:17]1[CH:22]=[CH:21][C:20](B(O)O)=[CH:19][CH:18]=1, predict the reaction product. (7) Given the reactants C[O:2][C:3]([C@H:5]1[CH2:10][CH2:9][C@H:8]([CH2:11][N:12]2[C:16]3[CH:17]=[C:18]([O:21][CH2:22][CH3:23])[CH:19]=[CH:20][C:15]=3[N:14]([CH3:24])[C:13]2=[O:25])[CH2:7][CH2:6]1)=[O:4].[Li+].[OH-].Cl, predict the reaction product. The product is: [CH2:22]([O:21][C:18]1[CH:19]=[CH:20][C:15]2[N:14]([CH3:24])[C:13](=[O:25])[N:12]([CH2:11][C@H:8]3[CH2:9][CH2:10][C@H:5]([C:3]([OH:4])=[O:2])[CH2:6][CH2:7]3)[C:16]=2[CH:17]=1)[CH3:23].